Dataset: Reaction yield outcomes from USPTO patents with 853,638 reactions. Task: Predict the reaction yield, written as a fraction of the theoretical maximum amount of product (1.0 means a 100% yield; for example, 0.34 means a 34% yield). (1) The reactants are Cl[C:2]1[CH:7]=[CH:6][C:5]([N+:8]([O-:10])=[O:9])=[CH:4][N:3]=1.[F:11][C:12]([F:26])([F:25])[C:13]([NH:15][C:16]1[CH:21]=[C:20]([NH:22][CH3:23])[CH:19]=[CH:18][C:17]=1[F:24])=[O:14]. The catalyst is CN(C)C=O.C(OCC)(=O)C. The product is [F:26][C:12]([F:11])([F:25])[C:13]([NH:15][C:16]1[CH:21]=[C:20]([N:22]([CH3:23])[C:2]2[CH:7]=[CH:6][C:5]([N+:8]([O-:10])=[O:9])=[CH:4][N:3]=2)[CH:19]=[CH:18][C:17]=1[F:24])=[O:14]. The yield is 0.490. (2) The reactants are [C:1]([O:10][CH2:11][CH3:12])(=[O:9])[C:2]1[C:3](=[CH:5][CH:6]=[CH:7][CH:8]=1)[OH:4].CC(C)([O-])C.[K+].I[C:20]1[CH:21]=[CH:22][C:23]2[N:24]([CH:26]=[C:27]([NH:29][C:30]([CH:32]3[CH2:34][CH2:33]3)=[O:31])[N:28]=2)[N:25]=1.C(=O)([O-])[O-].[K+].[K+]. The catalyst is CN(C)C=O. The product is [CH:32]1([C:30]([NH:29][C:27]2[N:28]=[C:23]3[CH:22]=[CH:21][C:20]([O:4][C:3]4[CH:5]=[CH:6][CH:7]=[CH:8][C:2]=4[C:1]([O:10][CH2:11][CH3:12])=[O:9])=[N:25][N:24]3[CH:26]=2)=[O:31])[CH2:33][CH2:34]1. The yield is 0.180. (3) The reactants are Br[C:2]1[C:7]([F:8])=[CH:6][CH:5]=[CH:4][C:3]=1[Cl:9].CC1(C)C(C)(C)OB([C:18]2[CH:19]=[C:20]3[C:24](=[CH:25][CH:26]=2)[NH:23][CH:22]=[CH:21]3)O1. No catalyst specified. The product is [Cl:9][C:3]1[CH:4]=[CH:5][CH:6]=[C:7]([F:8])[C:2]=1[C:18]1[CH:19]=[C:20]2[C:24](=[CH:25][CH:26]=1)[NH:23][CH:22]=[CH:21]2. The yield is 0.620. (4) The reactants are O[C:2]1[CH:3]=[C:4]([NH:8][C:9]2[N:14]=[C:13]([NH:15][C:16]3[CH:21]=[CH:20][CH:19]=[C:18](O)[CH:17]=3)[C:12]([F:23])=[CH:11][N:10]=2)[CH:5]=[CH:6][CH:7]=1.[CH2:24]([N:31]1[CH2:36][CH2:35][N:34](C2C=CC(N)=CC=2)[CH2:33][CH2:32]1)[C:25]1[CH:30]=[CH:29][CH:28]=[CH:27][CH:26]=1.Cl[C:45]1[N:50]=[C:49](Cl)[C:48](F)=[CH:47]N=1. No catalyst specified. The product is [CH2:49]([N:50]1[CH2:45][CH2:9][N:8]([C:7]2[CH:6]=[CH:5][C:4]([NH:8][C:9]3[N:14]=[C:13]([NH:15][C:16]4[CH:21]=[CH:20][C:19]([N:34]5[CH2:33][CH2:32][N:31]([CH2:24][C:25]6[CH:26]=[CH:27][CH:28]=[CH:29][CH:30]=6)[CH2:36][CH2:35]5)=[CH:18][CH:17]=4)[C:12]([F:23])=[CH:11][N:10]=3)=[CH:3][CH:2]=2)[CH2:4][CH2:3]1)[C:48]1[CH:47]=[CH:2][CH:7]=[CH:6][CH:5]=1. The yield is 0.640. (5) The reactants are [Br:1][C:2]1[CH:15]=[CH:14][C:13]2[O:12][C:11]3[C:6](=[CH:7][C:8](I)=[CH:9][CH:10]=3)[C@@:5]3([CH2:20][O:19][C:18]([NH2:21])=[N:17]3)[C:4]=2[CH:3]=1.[N:22]1[CH:27]=[CH:26][CH:25]=[C:24](B(O)O)[CH:23]=1.COCCOC.C(=O)([O-])[O-].[Na+].[Na+]. The catalyst is O.C(OCC)(=O)C.C1C=CC([P]([Pd]([P](C2C=CC=CC=2)(C2C=CC=CC=2)C2C=CC=CC=2)([P](C2C=CC=CC=2)(C2C=CC=CC=2)C2C=CC=CC=2)[P](C2C=CC=CC=2)(C2C=CC=CC=2)C2C=CC=CC=2)(C2C=CC=CC=2)C2C=CC=CC=2)=CC=1. The product is [Br:1][C:2]1[CH:15]=[CH:14][C:13]2[O:12][C:11]3[C:6](=[CH:7][C:8]([C:24]4[CH:23]=[N:22][CH:27]=[CH:26][CH:25]=4)=[CH:9][CH:10]=3)[C@@:5]3([CH2:20][O:19][C:18]([NH2:21])=[N:17]3)[C:4]=2[CH:3]=1. The yield is 0.616. (6) The yield is 0.450. The product is [OH:1][C:2]([CH3:40])([CH3:41])[CH2:3][O:4][C@H:5]1[CH2:10][CH2:9][C@H:8]([N:11]2[C:16](=[O:17])[C:15]([CH2:18][C:19]3[CH:24]=[CH:23][C:22]([C:25]4[CH:30]=[CH:29][CH:28]=[CH:27][C:26]=4[C:31]4[NH:54][N:53]=[N:52][N:32]=4)=[CH:21][CH:20]=3)=[C:14]([CH2:33][CH2:34][CH3:35])[N:13]3[N:36]=[C:37]([CH3:39])[N:38]=[C:12]23)[CH2:7][CH2:6]1. The reactants are [OH:1][C:2]([CH3:41])([CH3:40])[CH2:3][O:4][C@H:5]1[CH2:10][CH2:9][C@H:8]([N:11]2[C:16](=[O:17])[C:15]([CH2:18][C:19]3[CH:24]=[CH:23][C:22]([C:25]4[C:26]([C:31]#[N:32])=[CH:27][CH:28]=[CH:29][CH:30]=4)=[CH:21][CH:20]=3)=[C:14]([CH2:33][CH2:34][CH3:35])[N:13]3[N:36]=[C:37]([CH3:39])[N:38]=[C:12]23)[CH2:7][CH2:6]1.C([Sn](=O)CCCC)CCC.[N:52]([Si](C)(C)C)=[N+:53]=[N-:54].[F-].C([N+](CCCC)(CCCC)CCCC)CCC. The catalyst is C(OCC)(=O)C.O1CCCC1.C1(C)C=CC=CC=1. (7) The reactants are [H-].[Na+].[Br:3][C:4]1[CH:5]=[C:6]2[C:10](=[CH:11][C:12]=1[CH3:13])[NH:9][C:8](=[O:14])[CH2:7]2.[Cl:15][C:16]1[C:25]2[C:20](=[CH:21][C:22]([O:26][CH2:27][CH2:28][CH2:29][N:30]3[CH2:35][CH2:34][O:33][CH2:32][CH2:31]3)=[CH:23][CH:24]=2)[N:19]=[CH:18][N:17]=1. The catalyst is CN(C)C=O. The product is [ClH:15].[ClH:15].[Br:3][C:4]1[CH:5]=[C:6]2[C:10](=[CH:11][C:12]=1[CH3:13])[NH:9][C:8]([OH:14])=[C:7]2[C:16]1[C:25]2[C:20](=[CH:21][C:22]([O:26][CH2:27][CH2:28][CH2:29][N:30]3[CH2:35][CH2:34][O:33][CH2:32][CH2:31]3)=[CH:23][CH:24]=2)[N:19]=[CH:18][N:17]=1. The yield is 0.400.